From a dataset of Forward reaction prediction with 1.9M reactions from USPTO patents (1976-2016). Predict the product of the given reaction. (1) Given the reactants Cl[C:2]1[N:7]=[C:6]([C:8]([F:11])([F:10])[F:9])[CH:5]=[CH:4][N:3]=1.C([O-])([O-])=O.[K+].[K+].[C:18]([CH2:20][C:21]([O:23][C:24]([CH3:27])([CH3:26])[CH3:25])=[O:22])#[N:19].Cl, predict the reaction product. The product is: [C:18]([CH:20]([C:2]1[N:7]=[C:6]([C:8]([F:11])([F:10])[F:9])[CH:5]=[CH:4][N:3]=1)[C:21]([O:23][C:24]([CH3:27])([CH3:26])[CH3:25])=[O:22])#[N:19]. (2) Given the reactants [CH3:1][C:2]1[C:3]([C:14]2[CH:15]=[N:16][C:17]([CH3:20])=[CH:18][CH:19]=2)=[N:4][N:5]([C:8]2[CH:13]=[CH:12][CH:11]=[CH:10][CH:9]=2)[C:6]=1[NH2:7].C1(C2C=CC([CH2:30][O:31]C)=CC=2CN)CC1.[F:35][CH:36]([F:49])[O:37][C:38]1[CH:43]=[CH:42][C:41]([CH2:44][O:45][CH3:46])=[CH:40][C:39]=1[CH2:47][NH2:48], predict the reaction product. The product is: [F:35][CH:36]([F:49])[O:37][C:38]1[CH:43]=[CH:42][C:41]([CH2:44][O:45][CH3:46])=[CH:40][C:39]=1[CH2:47][NH:48][C:30]([NH:7][C:6]1[N:5]([C:8]2[CH:9]=[CH:10][CH:11]=[CH:12][CH:13]=2)[N:4]=[C:3]([C:14]2[CH:15]=[N:16][C:17]([CH3:20])=[CH:18][CH:19]=2)[C:2]=1[CH3:1])=[O:31]. (3) Given the reactants [C:1]([NH:4][C:5]1[S:9][C:8]2[C:10]([O:15][CH2:16][CH2:17][N:18]([CH2:21][CH3:22])[CH2:19][CH3:20])=[C:11](Br)[CH:12]=[CH:13][C:7]=2[C:6]=1[C:23]([O:25][CH2:26][CH3:27])=[O:24])(=[O:3])[CH3:2].[N:28]([C:31]1[CH:32]=[C:33](B(O)O)[CH:34]=[C:35]([CH2:37][N:38]=[N+:39]=[N-:40])[CH:36]=1)=[N+:29]=[N-:30].P([O-])([O-])([O-])=O.[K+].[K+].[K+], predict the reaction product. The product is: [C:1]([NH:4][C:5]1[S:9][C:8]2[C:10]([O:15][CH2:16][CH2:17][N:18]([CH2:21][CH3:22])[CH2:19][CH3:20])=[C:11]([C:33]3[CH:34]=[C:35]([CH2:37][N:38]=[N+:39]=[N-:40])[CH:36]=[C:31]([N:28]=[N+:29]=[N-:30])[CH:32]=3)[CH:12]=[CH:13][C:7]=2[C:6]=1[C:23]([O:25][CH2:26][CH3:27])=[O:24])(=[O:3])[CH3:2].